Task: Predict the product of the given reaction.. Dataset: Forward reaction prediction with 1.9M reactions from USPTO patents (1976-2016) (1) Given the reactants [Cl:1][C:2]1[CH:11]=[C:10]2[C:5]([CH:6]=[N:7][C:8](O)=[N:9]2)=[CH:4][CH:3]=1.O=P(Cl)(Cl)[Cl:15], predict the reaction product. The product is: [Cl:15][C:8]1[N:7]=[CH:6][C:5]2[C:10](=[CH:11][C:2]([Cl:1])=[CH:3][CH:4]=2)[N:9]=1. (2) Given the reactants [Cl:1][C:2]1[C:3]2[CH:10]=[CH:9][NH:8][C:4]=2[N:5]=[CH:6][N:7]=1.[F:11][C:12](S([O-])=O)([F:14])[F:13].[Na+].C(OO)(C)(C)C.C([O-])(O)=O.[Na+], predict the reaction product. The product is: [Cl:1][C:2]1[C:3]2[C:10]([C:12]([F:14])([F:13])[F:11])=[CH:9][NH:8][C:4]=2[N:5]=[CH:6][N:7]=1.